This data is from Reaction yield outcomes from USPTO patents with 853,638 reactions. The task is: Predict the reaction yield, written as a fraction of the theoretical maximum amount of product (1.0 means a 100% yield; for example, 0.34 means a 34% yield). (1) The product is [NH2:1][C:2]1[N:7]=[C:6]([NH:8][C:9]2[CH:14]=[CH:13][C:12]([CH2:15][O:16][C:27](=[O:33])[CH2:28][CH2:29][C:30]([OH:32])=[O:31])=[CH:11][CH:10]=2)[CH:5]=[C:4]([C:17]2[CH:22]=[C:21]([Cl:23])[CH:20]=[CH:19][C:18]=2[O:24][CH2:25][CH3:26])[N:3]=1. The yield is 0.810. The reactants are [NH2:1][C:2]1[N:7]=[C:6]([NH:8][C:9]2[CH:14]=[CH:13][C:12]([CH2:15][OH:16])=[CH:11][CH:10]=2)[CH:5]=[C:4]([C:17]2[CH:22]=[C:21]([Cl:23])[CH:20]=[CH:19][C:18]=2[O:24][CH2:25][CH3:26])[N:3]=1.[C:27]1(=[O:33])[O:32][C:30](=[O:31])[CH2:29][CH2:28]1. The catalyst is C(Cl)(Cl)Cl. (2) The reactants are [CH3:1][C:2]1[NH:20][C:5]2=[N:6][C:7]([N:14]3[CH2:19][CH2:18][O:17][CH2:16][CH2:15]3)=[CH:8][C:9]([C:10]([O:12][CH3:13])=[O:11])=[C:4]2[N:3]=1.Br[CH2:22][C:23]1[C:32]2[C:27](=[CH:28][CH:29]=[CH:30][CH:31]=2)[CH:26]=[CH:25][CH:24]=1.C([O-])([O-])=O.[Na+].[Na+].O. The catalyst is CN(C=O)C. The product is [CH3:1][C:2]1[N:20]([CH2:22][C:23]2[C:32]3[C:27](=[CH:28][CH:29]=[CH:30][CH:31]=3)[CH:26]=[CH:25][CH:24]=2)[C:5]2=[N:6][C:7]([N:14]3[CH2:15][CH2:16][O:17][CH2:18][CH2:19]3)=[CH:8][C:9]([C:10]([O:12][CH3:13])=[O:11])=[C:4]2[N:3]=1. The yield is 0.690. (3) The reactants are [CH2:1]([N:3]([CH2:15][CH3:16])[CH2:4][CH2:5][CH2:6][O:7][C:8]1[CH:13]=[CH:12][C:11]([NH2:14])=[CH:10][CH:9]=1)[CH3:2].[F:17][C:18]1[CH:19]=[C:20]2[C:24](=[CH:25][CH:26]=1)[NH:23][C:22](=[O:27])[C:21]2=[CH:28]O. No catalyst specified. The product is [CH2:15]([N:3]([CH2:1][CH3:2])[CH2:4][CH2:5][CH2:6][O:7][C:8]1[CH:9]=[CH:10][C:11]([NH:14][CH:28]=[C:21]2[C:20]3[C:24](=[CH:25][CH:26]=[C:18]([F:17])[CH:19]=3)[NH:23][C:22]2=[O:27])=[CH:12][CH:13]=1)[CH3:16]. The yield is 0.410. (4) The reactants are [Cl:1][C:2]1[CH:7]=[CH:6][C:5]([NH:8][NH2:9])=[C:4]([CH3:10])[CH:3]=1.[C:11]([O:16][CH2:17][CH3:18])(=[O:15])[C:12]([CH3:14])=O.C([O-])(O)=O.[Na+]. The catalyst is C(O)(=O)C. The product is [CH2:17]([O:16][C:11](=[O:15])[C:12](=[N:9][NH:8][C:5]1[CH:6]=[CH:7][C:2]([Cl:1])=[CH:3][C:4]=1[CH3:10])[CH3:14])[CH3:18]. The yield is 0.970. (5) The reactants are S(=O)(=O)(O)O.[I:6][C:7]1[CH:8]=[C:9]2[C:13](=[CH:14][CH:15]=1)[N:12]([CH2:16][CH2:17][CH2:18][CH2:19][CH3:20])[C:11](=[O:21])C2=O.C(=O)([O-])O.[Na+].CO.CO[CH:32]([O:35][CH3:36])[O:33][CH3:34]. No catalyst specified. The product is [I:6][C:7]1[CH:15]=[C:14]2[C:13](=[CH:9][CH:8]=1)[N:12]([CH2:16][CH2:17][CH2:18][CH2:19][CH3:20])[C:11](=[O:21])[C:32]2([O:33][CH3:34])[O:35][CH3:36]. The yield is 0.960.